The task is: Predict the product of the given reaction.. This data is from Forward reaction prediction with 1.9M reactions from USPTO patents (1976-2016). Given the reactants C([Mg]Br)(C)C.CN(C)[CH:8]=[O:9].O.[Br:12][C:13]1[C:14]([CH3:20])=[CH:15][C:16](I)=[N:17][CH:18]=1, predict the reaction product. The product is: [Br:12][C:13]1[C:14]([CH3:20])=[CH:15][C:16]([CH:8]=[O:9])=[N:17][CH:18]=1.